Predict the product of the given reaction. From a dataset of Forward reaction prediction with 1.9M reactions from USPTO patents (1976-2016). (1) The product is: [Cl:1][C:2]1[CH:3]=[C:4]([C:12]2[N:16]=[C:15]([C:17]3[CH:22]=[CH:21][C:20]([C@@H:23]4[CH2:25][C@H:24]4[C:26]([OH:28])=[O:27])=[CH:19][CH:18]=3)[O:14][N:13]=2)[CH:5]=[CH:6][C:7]=1[O:8][CH:9]([CH3:11])[CH3:10]. Given the reactants [Cl:1][C:2]1[CH:3]=[C:4]([C:12]2[N:16]=[C:15]([C:17]3[CH:22]=[CH:21][C:20]([C@H:23]4[CH2:25][C@@H:24]4[C:26]([O:28]C)=[O:27])=[CH:19][CH:18]=3)[O:14][N:13]=2)[CH:5]=[CH:6][C:7]=1[O:8][CH:9]([CH3:11])[CH3:10].[OH-].[Na+].C(O)(=O)C, predict the reaction product. (2) Given the reactants [C:1]([CH2:3][C:4]1[CH:9]=[CH:8][CH:7]=[CH:6][C:5]=1[NH:10][C:11](=O)[C:12]1[CH:17]=[CH:16][CH:15]=[N:14][CH:13]=1)#[N:2].[H-].[Na+], predict the reaction product. The product is: [N:14]1[CH:15]=[CH:16][CH:17]=[C:12]([C:11]2[NH:10][C:5]3[C:4]([C:3]=2[C:1]#[N:2])=[CH:9][CH:8]=[CH:7][CH:6]=3)[CH:13]=1. (3) Given the reactants [F:1][C@H:2]([C:16]1[CH:21]=[CH:20][CH:19]=[CH:18][CH:17]=1)[C@H:3]([NH:5][CH2:6][C:7]1[CH:12]=[CH:11][CH:10]=[C:9]([N+:13]([O-:15])=[O:14])[CH:8]=1)[CH3:4].[C:22]([O:26][C:27](O[C:27]([O:26][C:22]([CH3:25])([CH3:24])[CH3:23])=[O:28])=[O:28])([CH3:25])([CH3:24])[CH3:23].C(N(CC)CC)C, predict the reaction product. The product is: [C:22]([O:26][C:27](=[O:28])[N:5]([C@H:3]([CH3:4])[C@H:2]([F:1])[C:16]1[CH:21]=[CH:20][CH:19]=[CH:18][CH:17]=1)[CH2:6][C:7]1[CH:12]=[CH:11][CH:10]=[C:9]([N+:13]([O-:15])=[O:14])[CH:8]=1)([CH3:25])([CH3:24])[CH3:23]. (4) Given the reactants [Cl:1][C:2]1[CH:3]=[C:4]([NH:22][C:23](=[O:29])[CH2:24][C:25]([O:27]C)=[O:26])[CH:5]=[C:6]([CH3:21])[C:7]=1[O:8][C:9]1[CH:10]=[C:11]2[C:15](=[CH:16][CH:17]=1)[NH:14][CH:13]=[C:12]2[CH:18]([CH3:20])[CH3:19], predict the reaction product. The product is: [Cl:1][C:2]1[CH:3]=[C:4]([NH:22][C:23](=[O:29])[CH2:24][C:25]([OH:27])=[O:26])[CH:5]=[C:6]([CH3:21])[C:7]=1[O:8][C:9]1[CH:10]=[C:11]2[C:15](=[CH:16][CH:17]=1)[NH:14][CH:13]=[C:12]2[CH:18]([CH3:19])[CH3:20]. (5) The product is: [CH3:1][C:2]1[N:3]([CH2:29][C:30]([OH:32])=[O:31])[C:4]2[CH2:5][C:6]([CH3:28])([CH3:27])[CH2:7][C:8](=[O:26])[C:9]=2[C:10]=1[CH2:11][C:12]1[CH:17]=[CH:16][CH:15]=[CH:14][C:13]=1[S:18]([C:21]1[S:22][CH:23]=[CH:24][CH:25]=1)(=[O:20])=[O:19]. Given the reactants [CH3:1][C:2]1[N:3]([CH2:29][C:30]([O:32]CC)=[O:31])[C:4]2[CH2:5][C:6]([CH3:28])([CH3:27])[CH2:7][C:8](=[O:26])[C:9]=2[C:10]=1[CH2:11][C:12]1[CH:17]=[CH:16][CH:15]=[CH:14][C:13]=1[S:18]([C:21]1[S:22][CH:23]=[CH:24][CH:25]=1)(=[O:20])=[O:19].[OH-].[Na+], predict the reaction product. (6) Given the reactants N1N=C(C2C=CC=CC=2C([N:14]2[CH2:18][CH:17]3[CH2:19][N:20]([C:22]([O:24][C:25]([CH3:28])([CH3:27])[CH3:26])=[O:23])[CH2:21][CH:16]3[CH2:15]2)=O)NC=1.[CH3:29][C:30]1[N:34]=[C:33]([C:35]2[CH:43]=[CH:42][CH:41]=[CH:40][C:36]=2[C:37]([OH:39])=O)[O:32][N:31]=1.N1N=C(C2C=CC=CC=2C(O)=O)NC=1, predict the reaction product. The product is: [CH3:29][C:30]1[N:34]=[C:33]([C:35]2[CH:43]=[CH:42][CH:41]=[CH:40][C:36]=2[C:37]([N:14]2[CH2:18][CH:17]3[CH2:19][N:20]([C:22]([O:24][C:25]([CH3:28])([CH3:27])[CH3:26])=[O:23])[CH2:21][CH:16]3[CH2:15]2)=[O:39])[O:32][N:31]=1. (7) Given the reactants C([O:5][C:6](=[O:27])[C@H:7]([NH:12][S:13]([CH2:16][C:17]1[CH:26]=[CH:25][C:24]2[C:19](=[CH:20][CH:21]=[CH:22][CH:23]=2)[CH:18]=1)(=[O:15])=[O:14])[CH2:8][CH:9]([CH3:11])[CH3:10])(C)(C)C, predict the reaction product. The product is: [CH3:10][CH:9]([CH3:11])[CH2:8][C@@H:7]([NH:12][S:13]([CH2:16][C:17]1[CH:26]=[CH:25][C:24]2[C:19](=[CH:20][CH:21]=[CH:22][CH:23]=2)[CH:18]=1)(=[O:14])=[O:15])[C:6]([OH:27])=[O:5].